From a dataset of Catalyst prediction with 721,799 reactions and 888 catalyst types from USPTO. Predict which catalyst facilitates the given reaction. (1) Reactant: [Br:1][C:2]1[CH:3]=[C:4]2[C:12](=[CH:13][CH:14]=1)[NH:11][C:10]1[CH:9]([NH:15][C@H:16]([C:18]3[CH:23]=[CH:22][CH:21]=[CH:20][CH:19]=3)[CH3:17])[CH2:8][CH2:7][CH2:6][C:5]2=1.C(NCC)C.[ClH:29]. Product: [ClH:29].[Br:1][C:2]1[CH:3]=[C:4]2[C:12](=[CH:13][CH:14]=1)[NH:11][C:10]1[C@H:9]([NH:15][C@H:16]([C:18]3[CH:23]=[CH:22][CH:21]=[CH:20][CH:19]=3)[CH3:17])[CH2:8][CH2:7][CH2:6][C:5]2=1. The catalyst class is: 5. (2) Reactant: [CH3:1][C:2]1([CH3:14])[CH2:6][CH2:5][CH2:4][C:3]1([C:8]1[N:12]([CH3:13])[N:11]=[CH:10][CH:9]=1)O.O.C1(C)C=CC(S(O)(=O)=O)=CC=1. Product: [CH3:1][C:2]1([CH3:14])[C:3]([C:8]2[N:12]([CH3:13])[N:11]=[CH:10][CH:9]=2)=[CH:4][CH2:5][CH2:6]1. The catalyst class is: 11. (3) Reactant: [OH:1][CH:2]([C:25]1[CH:30]=[CH:29][CH:28]=[C:27]([OH:31])[CH:26]=1)[CH2:3][N:4]([CH3:24])[C:5]([C:7]1[C:8]([C:16]2[CH:21]=[CH:20][C:19]([Cl:22])=[C:18]([Cl:23])[CH:17]=2)=[N:9][C:10]([N:13]([CH3:15])[CH3:14])=[N:11][CH:12]=1)=[O:6].[CH2:32](Br)[C:33]1[CH:38]=[CH:37][CH:36]=[CH:35][CH:34]=1.C(=O)([O-])[O-].[Cs+].[Cs+]. Product: [CH2:32]([O:31][C:27]1[CH:26]=[C:25]([CH:2]([OH:1])[CH2:3][N:4]([CH3:24])[C:5]([C:7]2[C:8]([C:16]3[CH:21]=[CH:20][C:19]([Cl:22])=[C:18]([Cl:23])[CH:17]=3)=[N:9][C:10]([N:13]([CH3:14])[CH3:15])=[N:11][CH:12]=2)=[O:6])[CH:30]=[CH:29][CH:28]=1)[C:33]1[CH:38]=[CH:37][CH:36]=[CH:35][CH:34]=1. The catalyst class is: 10. (4) Reactant: [NH:1]1[C:5]2[CH:6]=[CH:7][C:8]([C:10](O)=[O:11])=[CH:9][C:4]=2[N:3]=[CH:2]1.[H-].[Al+3].[Li+].[H-].[H-].[H-]. Product: [NH:1]1[C:5]2[CH:6]=[CH:7][C:8]([CH2:10][OH:11])=[CH:9][C:4]=2[N:3]=[CH:2]1. The catalyst class is: 1. (5) Reactant: [Cl:1][C:2]1[CH:3]=[C:4]([N:8]2[CH2:14][CH2:13][CH2:12][CH2:11][C@H:10]([NH:15]C(=O)OC(C)(C)C)[C:9]2=[O:23])[CH:5]=[CH:6][CH:7]=1.Cl.O1CCOCC1. Product: [ClH:1].[NH2:15][C@H:10]1[CH2:11][CH2:12][CH2:13][CH2:14][N:8]([C:4]2[CH:5]=[CH:6][CH:7]=[C:2]([Cl:1])[CH:3]=2)[C:9]1=[O:23]. The catalyst class is: 2. (6) Reactant: [CH3:1][O:2][C:3]1[CH:12]=[CH:11][CH:10]=[CH:9][C:4]=1[O:5][CH2:6][CH2:7][NH2:8].[O:13]1[CH2:30][CH:14]1[CH2:15][O:16][C:17]1[C:29]2[C:28]3[C:23](=[CH:24][CH:25]=[CH:26][CH:27]=3)[NH:22][C:21]=2[CH:20]=[CH:19][CH:18]=1.[C:31]([OH:36])(=[O:35])[C:32]([OH:34])=[O:33]. Product: [C:31]([OH:36])(=[O:35])[C:32]([OH:34])=[O:33].[CH:20]1[C:21]2[NH:22][C:23]3[C:28](=[CH:27][CH:26]=[CH:25][CH:24]=3)[C:29]=2[C:17]([O:16][CH2:15][CH:14]([OH:13])[CH2:30][NH:8][CH2:7][CH2:6][O:5][C:4]2[CH:9]=[CH:10][CH:11]=[CH:12][C:3]=2[O:2][CH3:1])=[CH:18][CH:19]=1. The catalyst class is: 159. (7) Reactant: Cl[C:2]1[CH:3]=[N:4][CH:5]=[C:6]([Cl:16])[C:7]=1[N:8]1[CH2:13][CH2:12][CH:11]([C:14]#[N:15])[CH2:10][CH2:9]1.C(=O)([O-])[O-].[Na+].[Na+].[C:23](#N)[CH3:24]. Product: [Cl:16][C:6]1[CH:5]=[N:4][CH:3]=[C:2]([C:24]2[CH:23]=[CH:6][CH:7]=[CH:2][CH:3]=2)[C:7]=1[N:8]1[CH2:13][CH2:12][CH:11]([C:14]#[N:15])[CH2:10][CH2:9]1. The catalyst class is: 73.